From a dataset of Full USPTO retrosynthesis dataset with 1.9M reactions from patents (1976-2016). Predict the reactants needed to synthesize the given product. (1) Given the product [CH2:1]([C:5]1([CH3:18])[CH2:6][CH2:7][N:8]([C:11]([O:13][C:14]([CH3:17])([CH3:16])[CH3:15])=[O:12])[CH2:9][CH2:10]1)[CH2:2][CH:3]=[CH2:4], predict the reactants needed to synthesize it. The reactants are: [CH2:1]([C:5]1([CH2:18]OS(C)(=O)=O)[CH2:10][CH2:9][N:8]([C:11]([O:13][C:14]([CH3:17])([CH3:16])[CH3:15])=[O:12])[CH2:7][CH2:6]1)[CH2:2][CH:3]=[CH2:4].[Li+].[B-](CC)(CC)CC.O. (2) Given the product [CH2:1]([O:3][C:4]([CH:6]1[CH2:11][CH2:10][CH2:9][CH:8]([NH:20][C:17]2[CH:18]=[CH:19][C:14]([F:13])=[CH:15][CH:16]=2)[CH2:7]1)=[O:5])[CH3:2], predict the reactants needed to synthesize it. The reactants are: [CH2:1]([O:3][C:4]([CH:6]1[CH2:11][CH2:10][C:9](=O)[CH2:8][CH2:7]1)=[O:5])[CH3:2].[F:13][C:14]1[CH:19]=[CH:18][C:17]([NH2:20])=[CH:16][CH:15]=1.C(O)(=O)C.C(O[BH-](OC(=O)C)OC(=O)C)(=O)C.[Na+].C([O-])(O)=O.[Na+]. (3) Given the product [CH2:45]([N:52]1[CH2:57][CH2:56][CH:55]([OH:14])[CH2:54][CH2:53]1)[C:46]1[CH:51]=[CH:50][CH:49]=[CH:48][CH:47]=1, predict the reactants needed to synthesize it. The reactants are: C1N=C(N)C2N=CN([C@@H]3[O:14][C@H](COP(OP(OC[C@H]4O[C@@H](N5C=C(C(N)=O)CC=C5)[C@H](O)[C@@H]4O)(O)=O)(O)=O)[C@@H](O)[C@H]3O)C=2N=1.[CH2:45]([N:52]1[CH2:57][CH2:56][CH2:55][CH2:54][CH2:53]1)[C:46]1[CH:51]=[CH:50][CH:49]=[CH:48][CH:47]=1. (4) The reactants are: [F:1][C:2]([F:21])([F:20])[C:3]1[CH:4]=[C:5]([CH:17]=[CH:18][CH:19]=1)[O:6][C:7]1[CH:16]=[CH:15][C:10]([C:11]([O:13]C)=[O:12])=[CH:9][CH:8]=1.[Li+].[OH-].C(O)(=O)CC(CC(O)=O)(C(O)=O)O. Given the product [F:1][C:2]([F:20])([F:21])[C:3]1[CH:4]=[C:5]([CH:17]=[CH:18][CH:19]=1)[O:6][C:7]1[CH:16]=[CH:15][C:10]([C:11]([OH:13])=[O:12])=[CH:9][CH:8]=1, predict the reactants needed to synthesize it. (5) The reactants are: [Br:1][C:2]1[N:7]=[CH:6][C:5]([CH:8]=O)=[CH:4][CH:3]=1.[CH3:10][O:11][C:12](=[O:33])[CH:13]=P(C1C=CC=CC=1)(C1C=CC=CC=1)C1C=CC=CC=1. Given the product [CH3:10][O:11][C:12](=[O:33])/[CH:13]=[CH:8]/[C:5]1[CH:6]=[N:7][C:2]([Br:1])=[CH:3][CH:4]=1, predict the reactants needed to synthesize it. (6) Given the product [CH3:25][CH:26]1[CH2:30][CH2:29][CH2:28][N:27]1[CH2:2][CH2:3][CH2:4][O:5][C:6]1[CH:11]=[CH:10][C:9]([C:12]2[O:13][CH:14]=[C:15]([C:17]([N:19]3[CH2:24][CH2:23][O:22][CH2:21][CH2:20]3)=[O:18])[N:16]=2)=[CH:8][CH:7]=1, predict the reactants needed to synthesize it. The reactants are: Cl[CH2:2][CH2:3][CH2:4][O:5][C:6]1[CH:11]=[CH:10][C:9]([C:12]2[O:13][CH:14]=[C:15]([C:17]([N:19]3[CH2:24][CH2:23][O:22][CH2:21][CH2:20]3)=[O:18])[N:16]=2)=[CH:8][CH:7]=1.[CH3:25][CH:26]1[CH2:30][CH2:29][CH2:28][NH:27]1.C(=O)([O-])[O-].[K+].[K+].[I-].[Na+]. (7) Given the product [CH2:19]([O:21][C:22]([C:24]1[S:34][C:27]2[N:28]=[C:29]([NH2:33])[N:30]=[C:31]([C:3]3[CH:4]=[CH:5][C:6]([O:8][CH2:9][C:10]4[CH:15]=[CH:14][CH:13]=[CH:12][CH:11]=4)=[CH:7][C:2]=3[CH3:1])[C:26]=2[CH:25]=1)=[O:23])[CH3:20], predict the reactants needed to synthesize it. The reactants are: [CH3:1][C:2]1[CH:7]=[C:6]([O:8][CH2:9][C:10]2[CH:15]=[CH:14][CH:13]=[CH:12][CH:11]=2)[CH:5]=[CH:4][C:3]=1B(O)O.[CH2:19]([O:21][C:22]([C:24]1[S:34][C:27]2[N:28]=[C:29]([NH2:33])[N:30]=[C:31](Cl)[C:26]=2[CH:25]=1)=[O:23])[CH3:20].C([O-])(O)=O.[Na+]. (8) The reactants are: [CH3:1][C:2]([O:5][C:6]([NH:8][CH:9]1[CH2:14][CH2:13][NH:12][CH2:11][CH2:10]1)=[O:7])([CH3:4])[CH3:3].[O:15]1[C:19]2[CH:20]=[C:21]3[C:25](=[CH:26][C:18]=2[O:17][CH2:16]1)[C:24](=O)[CH2:23][CH2:22]3.[BH3-]C#N.[Na+].C([O-])(O)=O.[Na+]. Given the product [C:2]([O:5][C:6](=[O:7])[NH:8][CH:9]1[CH2:10][CH2:11][N:12]([CH:22]2[C:21]3[C:25](=[CH:26][C:18]4[O:17][CH2:16][O:15][C:19]=4[CH:20]=3)[CH2:24][CH2:23]2)[CH2:13][CH2:14]1)([CH3:1])([CH3:3])[CH3:4], predict the reactants needed to synthesize it. (9) Given the product [NH2:9][C:3]1[N:4]=[CH:5][N:6]=[C:7]([O:26][CH:27]2[CH2:28][C:29]3([CH2:30][N:31]([C:33](=[O:35])/[CH:48]=[CH:47]/[CH2:46][N:44]4[CH2:45][CH:42]([F:41])[CH2:43]4)[CH2:32]3)[CH2:40]2)[C:2]=1[C:14]1[CH:15]=[CH:16][C:11]([O:10][C:17]2[CH:22]=[CH:21][CH:20]=[CH:19][CH:18]=2)=[CH:12][CH:13]=1, predict the reactants needed to synthesize it. The reactants are: Cl[C:2]1[C:3]([NH2:9])=[N:4][CH:5]=[N:6][C:7]=1Cl.[O:10]([C:17]1[CH:22]=[CH:21][C:20](B(O)O)=[CH:19][CH:18]=1)[C:11]1[CH:16]=[CH:15][CH:14]=[CH:13][CH:12]=1.[OH:26][CH:27]1[CH2:40][C:29]2([CH2:32][N:31]([C:33]([O:35]C(C)(C)C)=O)[CH2:30]2)[CH2:28]1.[F:41][CH:42]1[CH2:45][N:44]([CH2:46]/[CH:47]=[CH:48]/C(O)=O)[CH2:43]1.